Dataset: Full USPTO retrosynthesis dataset with 1.9M reactions from patents (1976-2016). Task: Predict the reactants needed to synthesize the given product. (1) Given the product [Cl:19][C:3]1[C:2]([C:52]2[CH:53]=[CH:54][C:49]([O:48][CH3:47])=[C:50]([C:58]([F:59])([F:61])[F:60])[CH:51]=2)=[C:7]([C:8]([F:11])([F:10])[F:9])[CH:6]=[C:5]([NH:12][C:13]2[N:17]=[C:16]([NH2:18])[NH:15][N:14]=2)[CH:4]=1, predict the reactants needed to synthesize it. The reactants are: Br[C:2]1[C:7]([C:8]([F:11])([F:10])[F:9])=[CH:6][C:5]([NH:12][C:13]2[N:17]=[C:16]([NH2:18])[NH:15][N:14]=2)=[CH:4][C:3]=1[Cl:19].CN1C(C)(C)CC(SC2C=CC(B3OC(C)(C)C(C)(C)O3)=CC=2)CC1(C)C.[CH3:47][O:48][C:49]1[CH:54]=[CH:53][C:52](B(O)O)=[CH:51][C:50]=1[C:58]([F:61])([F:60])[F:59].C(=O)([O-])[O-].[Na+].[Na+]. (2) Given the product [CH2:21]([N:28]([CH2:29][CH2:30][OH:31])[C:6](=[O:7])[C:5]1[CH:9]=[CH:10][C:2]([Br:1])=[CH:3][C:4]=1[F:11])[C:22]1[CH:27]=[CH:26][CH:25]=[CH:24][CH:23]=1, predict the reactants needed to synthesize it. The reactants are: [Br:1][C:2]1[CH:10]=[CH:9][C:5]([C:6](Cl)=[O:7])=[C:4]([F:11])[CH:3]=1.CCN(C(C)C)C(C)C.[CH2:21]([NH:28][CH2:29][CH2:30][OH:31])[C:22]1[CH:27]=[CH:26][CH:25]=[CH:24][CH:23]=1.